From a dataset of Peptide-MHC class I binding affinity with 185,985 pairs from IEDB/IMGT. Regression. Given a peptide amino acid sequence and an MHC pseudo amino acid sequence, predict their binding affinity value. This is MHC class I binding data. (1) The peptide sequence is VIMWYNYLF. The MHC is HLA-B15:01 with pseudo-sequence HLA-B15:01. The binding affinity (normalized) is 0.0847. (2) The peptide sequence is IVLPEKDSW. The MHC is HLA-A33:01 with pseudo-sequence HLA-A33:01. The binding affinity (normalized) is 0. (3) The peptide sequence is LTMVAGAVW. The MHC is HLA-B40:01 with pseudo-sequence HLA-B40:01. The binding affinity (normalized) is 0.213. (4) The peptide sequence is KINRQILDNA. The MHC is HLA-A02:06 with pseudo-sequence HLA-A02:06. The binding affinity (normalized) is 0.0399. (5) The peptide sequence is MKWGMEMRR. The MHC is HLA-A30:01 with pseudo-sequence HLA-A30:01. The binding affinity (normalized) is 0.0847. (6) The peptide sequence is PSPPTDTPL. The MHC is Mamu-A01 with pseudo-sequence Mamu-A01. The binding affinity (normalized) is 0.754.